Predict the reaction yield, written as a fraction of the theoretical maximum amount of product (1.0 means a 100% yield; for example, 0.34 means a 34% yield). From a dataset of Reaction yield outcomes from USPTO patents with 853,638 reactions. (1) The reactants are C(OC([N:8]1[CH2:13][CH2:12][CH:11]([C:14]2[CH:19]=[CH:18][C:17]([NH:20][C:21]([C:23]3[N:24]=[C:25]([C:32]4[CH:37]=[CH:36][CH:35]=[CH:34][CH:33]=4)[O:26][C:27]=3[C:28]([F:31])([F:30])[F:29])=[O:22])=[CH:16][CH:15]=2)[CH2:10][CH2:9]1)=O)(C)(C)C.FC(F)(F)C(O)=O. The catalyst is ClCCl. The product is [NH:8]1[CH2:13][CH2:12][CH:11]([C:14]2[CH:15]=[CH:16][C:17]([NH:20][C:21]([C:23]3[N:24]=[C:25]([C:32]4[CH:37]=[CH:36][CH:35]=[CH:34][CH:33]=4)[O:26][C:27]=3[C:28]([F:29])([F:30])[F:31])=[O:22])=[CH:18][CH:19]=2)[CH2:10][CH2:9]1. The yield is 0.990. (2) The reactants are [CH:1]([C:4]1[CH:9]=[CH:8][C:7]([CH:10]2[C:14]3[C:15]([CH3:31])=[C:16]([NH:21][CH2:22][C:23]4[CH:28]=[CH:27][C:26]([O:29][CH3:30])=[CH:25][CH:24]=4)[C:17]([CH3:20])=[C:18]([CH3:19])[C:13]=3[O:12][C:11]2([CH3:33])[CH3:32])=[CH:6][CH:5]=1)([CH3:3])[CH3:2].[CH3:34]I.O. The catalyst is CN(C)C=O. The product is [CH:1]([C:4]1[CH:5]=[CH:6][C:7]([CH:10]2[C:14]3[C:15]([CH3:31])=[C:16]([N:21]([CH2:22][C:23]4[CH:24]=[CH:25][C:26]([O:29][CH3:30])=[CH:27][CH:28]=4)[CH3:34])[C:17]([CH3:20])=[C:18]([CH3:19])[C:13]=3[O:12][C:11]2([CH3:33])[CH3:32])=[CH:8][CH:9]=1)([CH3:3])[CH3:2]. The yield is 0.690. (3) The reactants are C1(OP(Cl)(OC2C=CC=CC=2)=O)C=CC=CC=1.[O:18]1[C:22]2[CH:23]=[CH:24][CH:25]=[CH:26][C:21]=2[CH:20]=[C:19]1[C:27]([OH:29])=O.C1(C)C=CC(C([C@@](C(O)=O)(O)[C@@](C(C2C=CC(C)=CC=2)=O)(O)C(O)=O)=O)=CC=1.C(N(CC)CC)C.[NH2:65][C@H:66]1[CH:71]2[CH2:72][CH2:73][N:68]([CH2:69][CH2:70]2)[C@@H:67]1[CH2:74][C:75]1[CH:76]=[N:77][CH:78]=[CH:79][CH:80]=1.[OH-].[Na+]. The catalyst is ClCCl. The product is [N:77]1[CH:78]=[CH:79][CH:80]=[C:75]([CH2:74][CH:67]2[CH:66]([NH:65][C:27]([C:19]3[O:18][C:22]4[CH:23]=[CH:24][CH:25]=[CH:26][C:21]=4[CH:20]=3)=[O:29])[CH:71]3[CH2:70][CH2:69][N:68]2[CH2:73][CH2:72]3)[CH:76]=1. The yield is 0.500. (4) The product is [Br:21][C:7]1[C:12]([CH3:13])=[CH:11][C:10]([N+:14]([O-:16])=[O:15])=[CH:9][C:8]=1[CH3:17]. The reactants are FC(F)(F)S(O[C:7]1[C:12]([CH3:13])=[CH:11][C:10]([N+:14]([O-:16])=[O:15])=[CH:9][C:8]=1[CH3:17])(=O)=O.[Li+].[Br-:21].C(OCC)(=O)C.C1CCCCC1.O. The yield is 0.850. The catalyst is CN1CCCC1=O. (5) The catalyst is C1(C)C=CC=CC=1. The product is [CH2:1]([O:8][C:9]1[CH:18]=[C:17]2[C:12]([C:13]([Cl:24])=[N:14][CH:15]=[N:16]2)=[CH:11][C:10]=1[O:20][CH3:21])[C:2]1[CH:7]=[CH:6][CH:5]=[CH:4][CH:3]=1. The reactants are [CH2:1]([O:8][C:9]1[CH:18]=[C:17]2[C:12]([C:13](O)=[N:14][CH:15]=[N:16]2)=[CH:11][C:10]=1[O:20][CH3:21])[C:2]1[CH:7]=[CH:6][CH:5]=[CH:4][CH:3]=1.P(Cl)(Cl)([Cl:24])=O. The yield is 0.720.